This data is from Catalyst prediction with 721,799 reactions and 888 catalyst types from USPTO. The task is: Predict which catalyst facilitates the given reaction. (1) Reactant: [CH3:1][Si:2]([CH3:7])([CH3:6])[C:3]#[C:4][CH3:5].[Li]CCCC.CCCCCC.Cl[CH2:20][CH:21]1[CH2:23][O:22]1. Product: [CH3:1][Si:2]([CH3:7])([CH3:6])[C:3]#[C:4][CH2:5][CH2:20][CH:21]1[CH2:23][O:22]1. The catalyst class is: 1. (2) Reactant: [CH3:1][C:2]1[N:3]([NH:13][C:14](=[O:20])[O:15][C:16]([CH3:19])([CH3:18])[CH3:17])[CH:4]=[C:5]([C:7]2[CH:8]=[N:9][CH:10]=[CH:11][CH:12]=2)[N:6]=1.[H-].[Na+].[CH3:23]I. Product: [CH3:23][N:13]([N:3]1[CH:4]=[C:5]([C:7]2[CH:8]=[N:9][CH:10]=[CH:11][CH:12]=2)[N:6]=[C:2]1[CH3:1])[C:14](=[O:20])[O:15][C:16]([CH3:17])([CH3:19])[CH3:18]. The catalyst class is: 3. (3) Product: [OH:1][CH:2]([C:6]1[CH:7]=[CH:8][C:9]([C:12]2[N:16]=[C:15]([C:17]3[O:21][N:20]=[C:19]([C:22]4[CH:27]=[CH:26][CH:25]=[CH:24][CH:23]=4)[C:18]=3[C:28]([F:31])([F:29])[F:30])[O:14][N:13]=2)=[CH:10][CH:11]=1)[C:3]([NH:33][C@H:34]1[CH2:38][CH2:37][O:36][CH2:35]1)=[O:4]. The catalyst class is: 3. Reactant: [OH:1][CH:2]([C:6]1[CH:11]=[CH:10][C:9]([C:12]2[N:16]=[C:15]([C:17]3[O:21][N:20]=[C:19]([C:22]4[CH:27]=[CH:26][CH:25]=[CH:24][CH:23]=4)[C:18]=3[C:28]([F:31])([F:30])[F:29])[O:14][N:13]=2)=[CH:8][CH:7]=1)[C:3](O)=[O:4].C[N:33]1[CH2:38][CH2:37][O:36][CH2:35][CH2:34]1.Cl.O1CC[C@H](N)C1.F[P-](F)(F)(F)(F)F.N1(O[P+](N(C)C)(N(C)C)N(C)C)C2C=CC=CC=2N=N1. (4) Reactant: [H-].[Al+3].[Li+].[H-].[H-].[H-].C[O:8][C:9](=O)[C:10]1[CH:15]=[C:14]([Br:16])[CH:13]=[CH:12][C:11]=1[NH2:17].O.[OH-].[Na+]. Product: [NH2:17][C:11]1[CH:12]=[CH:13][C:14]([Br:16])=[CH:15][C:10]=1[CH2:9][OH:8]. The catalyst class is: 1. (5) Reactant: CS(C)=O.C(Cl)(=O)C(Cl)=O.[Si:11]([O:18][C@@H:19]1[C@H:23]([O:24][Si:25]([C:28]([CH3:31])([CH3:30])[CH3:29])([CH3:27])[CH3:26])[C@@H:22]([CH2:32][OH:33])[O:21][C@H:20]1[N:34]1[CH:39]=[CH:38][C:37](=[O:40])[N:36]([CH2:41][C:42]2[CH:47]=[CH:46][C:45]([O:48][CH3:49])=[CH:44][CH:43]=2)[C:35]1=[O:50])([C:14]([CH3:17])([CH3:16])[CH3:15])([CH3:13])[CH3:12].C(N(CC)CC)C. Product: [Si:25]([O:24][C@H:23]1[C@@H:19]([O:18][Si:11]([C:14]([CH3:16])([CH3:15])[CH3:17])([CH3:12])[CH3:13])[C@H:20]([N:34]2[CH:39]=[CH:38][C:37](=[O:40])[N:36]([CH2:41][C:42]3[CH:43]=[CH:44][C:45]([O:48][CH3:49])=[CH:46][CH:47]=3)[C:35]2=[O:50])[O:21][C@H:22]1[CH:32]=[O:33])([C:28]([CH3:29])([CH3:30])[CH3:31])([CH3:27])[CH3:26]. The catalyst class is: 124.